This data is from Catalyst prediction with 721,799 reactions and 888 catalyst types from USPTO. The task is: Predict which catalyst facilitates the given reaction. (1) Reactant: Cl[C:2]1[N:7]=[C:6]([NH:8][CH3:9])[N:5]=[C:4]([N:10]2[C@H:15]([C:16]([F:19])([F:18])[F:17])[CH2:14][CH2:13][C@H:12]([C:20]([NH:22][CH:23]3[CH2:27][CH2:26][CH2:25][CH2:24]3)=[O:21])[CH2:11]2)[CH:3]=1.[C:28]([C:30]1[CH:35]=[CH:34][C:33](B(O)O)=[CH:32][C:31]=1[F:39])#[N:29].C([O-])(O)=O.[Na+].N#N. Product: [C:28]([C:30]1[CH:35]=[CH:34][C:33]([C:2]2[N:7]=[C:6]([NH:8][CH3:9])[N:5]=[C:4]([N:10]3[C@H:15]([C:16]([F:19])([F:18])[F:17])[CH2:14][CH2:13][C@H:12]([C:20]([NH:22][CH:23]4[CH2:27][CH2:26][CH2:25][CH2:24]4)=[O:21])[CH2:11]3)[CH:3]=2)=[CH:32][C:31]=1[F:39])#[N:29]. The catalyst class is: 77. (2) Reactant: [O:1]1[CH:6]([C:7]([N:9]2[CH2:14][CH2:13][NH:12][CH2:11][CH2:10]2)=[O:8])[CH2:5][O:4][C:3]2[CH:15]=[CH:16][CH:17]=[CH:18][C:2]1=2.F[C:20]1[C:27]([F:28])=[CH:26][CH:25]=[CH:24][C:21]=1[CH:22]=[O:23].C([O-])([O-])=O.[K+].[K+].O. Product: [O:1]1[CH:6]([C:7]([N:9]2[CH2:10][CH2:11][N:12]([C:20]3[C:27]([F:28])=[CH:26][CH:25]=[CH:24][C:21]=3[CH:22]=[O:23])[CH2:13][CH2:14]2)=[O:8])[CH2:5][O:4][C:3]2[CH:15]=[CH:16][CH:17]=[CH:18][C:2]1=2. The catalyst class is: 3.